Dataset: Reaction yield outcomes from USPTO patents with 853,638 reactions. Task: Predict the reaction yield, written as a fraction of the theoretical maximum amount of product (1.0 means a 100% yield; for example, 0.34 means a 34% yield). The reactants are [C:1]1([CH3:19])[CH:6]=[CH:5][C:4]([CH:7]2[C:14]3[CH:13]=[C:12]([C:15]([O:17]C)=[O:16])[NH:11][C:10]=3[CH2:9][CH2:8]2)=[CH:3][CH:2]=1.[OH-].[Na+]. No catalyst specified. The product is [C:1]1([CH3:19])[CH:2]=[CH:3][C:4]([CH:7]2[C:14]3[CH:13]=[C:12]([C:15]([OH:17])=[O:16])[NH:11][C:10]=3[CH2:9][CH2:8]2)=[CH:5][CH:6]=1. The yield is 0.280.